This data is from Catalyst prediction with 721,799 reactions and 888 catalyst types from USPTO. The task is: Predict which catalyst facilitates the given reaction. (1) Reactant: Cl[C:2]1[CH:7]=[C:6]([Cl:8])[N:5]=[C:4]([CH3:9])[N:3]=1.FC(F)(F)C(O)=O.[F:17][C:18]([F:40])([F:39])[O:19][C:20]1[CH:25]=[CH:24][CH:23]=[CH:22][C:21]=1[CH2:26][NH:27][C:28]([C:30]1[CH:31]=[C:32]2[C:36](=[CH:37][CH:38]=1)[NH:35][CH2:34][CH2:33]2)=[O:29].[OH-].[Na+]. Product: [Cl:8][C:6]1[N:5]=[C:4]([CH3:9])[N:3]=[C:2]([N:35]2[C:36]3[C:32](=[CH:31][C:30]([C:28]([NH:27][CH2:26][C:21]4[CH:22]=[CH:23][CH:24]=[CH:25][C:20]=4[O:19][C:18]([F:17])([F:39])[F:40])=[O:29])=[CH:38][CH:37]=3)[CH2:33][CH2:34]2)[CH:7]=1. The catalyst class is: 12. (2) Reactant: C[Al](C)C.[Cl:5][C:6]1[CH:7]=[CH:8][C:9]([NH2:12])=[N:10][CH:11]=1.[Si:13]([O:30][CH2:31][CH2:32][O:33][CH2:34][C@H:35]([O:40][C:41]1[N:46]=[CH:45][N:44]=[C:43]2[N:47]([C:50]3[CH:55]=[C:54]([F:56])[CH:53]=[CH:52][C:51]=3[CH3:57])[N:48]=[CH:49][C:42]=12)[C:36](OC)=[O:37])([C:26]([CH3:29])([CH3:28])[CH3:27])([C:20]1[CH:25]=[CH:24][CH:23]=[CH:22][CH:21]=1)[C:14]1[CH:19]=[CH:18][CH:17]=[CH:16][CH:15]=1. Product: [Si:13]([O:30][CH2:31][CH2:32][O:33][CH2:34][C@H:35]([O:40][C:41]1[N:46]=[CH:45][N:44]=[C:43]2[N:47]([C:50]3[CH:55]=[C:54]([F:56])[CH:53]=[CH:52][C:51]=3[CH3:57])[N:48]=[CH:49][C:42]=12)[C:36]([NH:12][C:9]1[CH:8]=[CH:7][C:6]([Cl:5])=[CH:11][N:10]=1)=[O:37])([C:26]([CH3:27])([CH3:28])[CH3:29])([C:20]1[CH:21]=[CH:22][CH:23]=[CH:24][CH:25]=1)[C:14]1[CH:15]=[CH:16][CH:17]=[CH:18][CH:19]=1. The catalyst class is: 260. (3) Reactant: [NH2:1][C:2]1[CH:7]=[CH:6][C:5]([NH:8]/[C:9](=[C:16]2\[C:17](=[O:25])[NH:18][C:19]3[C:24]\2=[CH:23][CH:22]=[CH:21][CH:20]=3)/[C:10]2[CH:15]=[CH:14][CH:13]=[CH:12][CH:11]=2)=[CH:4][CH:3]=1.[N:26]#[C:27][NH2:28]. Product: [NH:1]([C:2]1[CH:7]=[CH:6][C:5]([NH:8]/[C:9](=[C:16]2\[C:17](=[O:25])[NH:18][C:19]3[C:24]\2=[CH:23][CH:22]=[CH:21][CH:20]=3)/[C:10]2[CH:15]=[CH:14][CH:13]=[CH:12][CH:11]=2)=[CH:4][CH:3]=1)[C:27]([NH2:28])=[NH:26]. The catalyst class is: 393. (4) Reactant: [CH3:1][O:2][N:3]([CH3:22])[C:4]([C:6]1[CH:21]=[CH:20][C:9]2[S:10][C:11]3[CH:19]=[CH:18][CH:17]=[CH:16][C:12]=3[C:13](Cl)=[N:14][C:8]=2[CH:7]=1)=[O:5].CN1[CH2:28][CH2:27][CH2:26][C:25]1=O.C([Mg]Cl)CCC. Product: [CH3:1][O:2][N:3]([CH3:22])[C:4]([C:6]1[CH:21]=[CH:20][C:9]2[S:10][C:11]3[CH:19]=[CH:18][CH:17]=[CH:16][C:12]=3[C:13]([CH2:25][CH2:26][CH2:27][CH3:28])=[N:14][C:8]=2[CH:7]=1)=[O:5]. The catalyst class is: 1. (5) Reactant: [C:1]([C:3]1[C:4]([C:14]2[CH:19]=[CH:18][C:17]([O:20][CH2:21][C:22]3[CH:27]=[CH:26][CH:25]=[CH:24][C:23]=3[F:28])=[CH:16][CH:15]=2)=[C:5]([C:11](O)=O)[N:6]([CH3:10])[C:7]=1[CH2:8][CH3:9])#[N:2].[CH3:29][S:30]([NH2:33])(=[O:32])=[O:31].Cl.[CH3:35]N(C)CCCN=C=NCC.Cl. Product: [C:1]([C:3]1[C:4]([C:14]2[CH:19]=[CH:18][C:17]([O:20][CH2:21][C:22]3[CH:27]=[CH:26][CH:25]=[CH:24][C:23]=3[F:28])=[CH:16][CH:15]=2)=[C:5]([C:11]([NH:33][S:30]([CH3:29])(=[O:32])=[O:31])=[CH2:35])[N:6]([CH3:10])[C:7]=1[CH2:8][CH3:9])#[N:2]. The catalyst class is: 143. (6) Reactant: [Cl:1][C:2]1[N:3]=[N:4][C:5](Cl)=[CH:6][CH:7]=1.O.[NH2:10][NH2:11]. Product: [Cl:1][C:2]1[N:3]=[N:4][C:5]([NH:10][NH2:11])=[CH:6][CH:7]=1. The catalyst class is: 1. (7) Reactant: C([O-])([O-])=O.[Cs+].[Cs+].[F:7][C:8]1[C:16]([CH3:17])=[CH:15][CH:14]=[C:13](I)[C:9]=1[C:10]([OH:12])=[O:11].[NH:19]1[CH:23]=[CH:22][N:21]=[N:20]1. Product: [F:7][C:8]1[C:16]([CH3:17])=[CH:15][CH:14]=[C:13]([N:20]2[N:21]=[CH:22][CH:23]=[N:19]2)[C:9]=1[C:10]([OH:12])=[O:11]. The catalyst class is: 3. (8) The catalyst class is: 9. Product: [I:1][C:2]1[CH:3]=[C:4]2[C:9](=[CH:10][CH:11]=1)[N:8]([CH3:12])[C:7](=[O:13])[N:6]([CH2:33][C:30]1[CH:31]=[CH:32][C:27]([C:26]([O:25][C:21]([CH3:22])([CH3:24])[CH3:23])=[O:35])=[CH:28][CH:29]=1)[C:5]2=[O:14]. Reactant: [I:1][C:2]1[CH:3]=[C:4]2[C:9](=[CH:10][CH:11]=1)[N:8]([CH3:12])[C:7](=[O:13])[NH:6][C:5]2=[O:14].C(=O)([O-])[O-].[Cs+].[Cs+].[C:21]([O:25][C:26](=[O:35])[C:27]1[CH:32]=[CH:31][C:30]([CH2:33]Br)=[CH:29][CH:28]=1)([CH3:24])([CH3:23])[CH3:22].O.